The task is: Predict which catalyst facilitates the given reaction.. This data is from Catalyst prediction with 721,799 reactions and 888 catalyst types from USPTO. (1) Reactant: Br[CH2:2][C:3](=[O:8])[CH2:4][CH:5]([CH3:7])[CH3:6].[C:9]1(=[O:19])[NH:13][C:12](=[O:14])[C:11]2=[CH:15][CH:16]=[CH:17][CH:18]=[C:10]12.[K]. Product: [CH3:6][CH:5]([CH3:7])[CH2:4][C:3](=[O:8])[CH2:2][N:13]1[C:9](=[O:19])[C:10]2[C:11](=[CH:15][CH:16]=[CH:17][CH:18]=2)[C:12]1=[O:14]. The catalyst class is: 11. (2) Reactant: [N+:1]([C:4]1[CH:9]=[CH:8][CH:7]=[CH:6][C:5]=1[CH2:10][S:11]([O-:14])(=[O:13])=[O:12])([O-])=O.[Na+:15]. Product: [NH2:1][C:4]1[CH:9]=[CH:8][CH:7]=[CH:6][C:5]=1[CH2:10][S:11]([O-:14])(=[O:12])=[O:13].[Na+:15]. The catalyst class is: 5. (3) Reactant: [CH3:1][C:2]1[N:7]=[C:6]2[S:8][C:9]3[CH2:13][CH2:12][CH2:11][C:10]=3[C:5]2=[C:4]([C:14]2[O:15][CH:16]=[CH:17][CH:18]=2)[C:3]=1[CH:19]([CH2:24][CH2:25][CH3:26])[C:20]([O:22]C)=[O:21].[OH-].[Na+].Cl. Product: [CH3:1][C:2]1[N:7]=[C:6]2[S:8][C:9]3[CH2:13][CH2:12][CH2:11][C:10]=3[C:5]2=[C:4]([C:14]2[O:15][CH:16]=[CH:17][CH:18]=2)[C:3]=1[CH:19]([CH2:24][CH2:25][CH3:26])[C:20]([OH:22])=[O:21]. The catalyst class is: 5. (4) Reactant: [NH2:1][CH2:2][C@@H:3]([OH:32])[C@@H:4]([NH:12][C:13](=[O:31])[C:14]1[CH:30]=[CH:29][CH:28]=[C:16]([C:17]([N:19]([CH3:27])[CH2:20][C:21]2[S:22][CH:23]=[C:24]([CH3:26])[N:25]=2)=[O:18])[CH:15]=1)[CH2:5][C:6]1[CH:11]=[CH:10][CH:9]=[CH:8][CH:7]=1.[C:33]([O:36][C:37]1[CH:42]=[C:41]([CH:43]([CH3:45])[CH3:44])[CH:40]=[C:39]([CH:46]=O)[CH:38]=1)(=[O:35])[CH3:34].CC(O)=O.[BH-](OC(C)=O)(OC(C)=O)OC(C)=O.[Na+]. Product: [C:33]([O:36][C:37]1[CH:42]=[C:41]([CH:43]([CH3:44])[CH3:45])[CH:40]=[C:39]([CH2:46][NH:1][CH2:2][C@@H:3]([OH:32])[C@@H:4]([NH:12][C:13](=[O:31])[C:14]2[CH:30]=[CH:29][CH:28]=[C:16]([C:17](=[O:18])[N:19]([CH3:27])[CH2:20][C:21]3[S:22][CH:23]=[C:24]([CH3:26])[N:25]=3)[CH:15]=2)[CH2:5][C:6]2[CH:11]=[CH:10][CH:9]=[CH:8][CH:7]=2)[CH:38]=1)(=[O:35])[CH3:34]. The catalyst class is: 249. (5) Reactant: [C:1]([O:5][C:6]([N:8]1[CH2:15][CH:14]2[CH:10]([CH2:11][C:12](=[O:16])[CH2:13]2)[CH2:9]1)=[O:7])([CH3:4])([CH3:3])[CH3:2].[BH4-].[Na+]. Product: [C:1]([O:5][C:6]([N:8]1[CH2:9][CH:10]2[CH:14]([CH2:13][CH:12]([OH:16])[CH2:11]2)[CH2:15]1)=[O:7])([CH3:4])([CH3:2])[CH3:3]. The catalyst class is: 8. (6) Reactant: [CH:1]1[C:13]2[NH:12][C:11]3[C:6](=[CH:7][CH:8]=[CH:9][CH:10]=3)[C:5]=2[CH:4]=[CH:3][CH:2]=1.Br[CH2:15][C:16]([O:18][C:19]([CH3:22])([CH3:21])[CH3:20])=[O:17].C(O[K])(C)(C)C.C(O)(=O)C(O)=O. Product: [C:19]([O:18][C:16]([CH2:15][N:12]1[C:11]2[CH:10]=[CH:9][CH:8]=[CH:7][C:6]=2[C:5]2[C:13]1=[CH:1][CH:2]=[CH:3][CH:4]=2)=[O:17])([CH3:22])([CH3:21])[CH3:20]. The catalyst class is: 9. (7) Reactant: [NH2:1][CH2:2][C:3]1([NH:6]C(=O)OC(C)(C)C)[CH2:5][CH2:4]1.[F:14][C:15]1[CH:36]=[CH:35][CH:34]=[C:33]([F:37])[C:16]=1[CH2:17][O:18][C:19]1[N:24]2[N:25]=[C:26]([CH3:31])[C:27]([C:28](O)=[O:29])=[C:23]2[CH:22]=[C:21]([CH3:32])[CH:20]=1.CN(C(ON1N=NC2C=CC=NC1=2)=[N+](C)C)C.F[P-](F)(F)(F)(F)F.CN1CCOCC1. Product: [NH2:6][C:3]1([CH2:2][NH:1][C:28]([C:27]2[C:26]([CH3:31])=[N:25][N:24]3[C:19]([O:18][CH2:17][C:16]4[C:33]([F:37])=[CH:34][CH:35]=[CH:36][C:15]=4[F:14])=[CH:20][C:21]([CH3:32])=[CH:22][C:23]=23)=[O:29])[CH2:4][CH2:5]1. The catalyst class is: 174. (8) Product: [C:1]([O:5][C:6]([N:8]1[C@H:13]([CH2:14][OH:15])[CH2:12][C@@H:11]2[C@H:9]1[CH2:10]2)=[O:7])([CH3:4])([CH3:3])[CH3:2]. Reactant: [C:1]([O:5][C:6]([N:8]1[C@H:13]([C:14](O)=[O:15])[CH2:12][C@@H:11]2[C@H:9]1[CH2:10]2)=[O:7])([CH3:4])([CH3:3])[CH3:2]. The catalyst class is: 1.